From a dataset of Full USPTO retrosynthesis dataset with 1.9M reactions from patents (1976-2016). Predict the reactants needed to synthesize the given product. Given the product [C:4]1([C:10]2[N:15]=[CH:14][C:13]([C:16]3([C:19]([OH:21])=[O:20])[CH2:18][CH2:17]3)=[CH:12][CH:11]=2)[CH:5]=[CH:6][CH:7]=[CH:8][CH:9]=1, predict the reactants needed to synthesize it. The reactants are: O.[OH-].[Li+].[C:4]1([C:10]2[N:15]=[CH:14][C:13]([C:16]3([C:19]([O:21]CC)=[O:20])[CH2:18][CH2:17]3)=[CH:12][CH:11]=2)[CH:9]=[CH:8][CH:7]=[CH:6][CH:5]=1.Cl.